Dataset: Experimentally validated miRNA-target interactions with 360,000+ pairs, plus equal number of negative samples. Task: Binary Classification. Given a miRNA mature sequence and a target amino acid sequence, predict their likelihood of interaction. (1) The miRNA is hsa-miR-548ab with sequence AAAAGUAAUUGUGGAUUUUGCU. The protein sequence of the target gene is MSDDFLWFEGIAFPTMGFRSETLRKVRDEFVIRDEDVIILTYPKSGTNWLAEILCLMHSKGDAKWIQSVPIWERSPWVESEIGYTALSETESPRLFSSHLPIQLFPKSFFSSKAKVIYLMRNPRDVLVSGYFFWKNMKFIKKPKSWEEYFEWFCQGTVLYGSWFDHIHGWMPMREEKNFLLLSYEELKQDTGRTIEKICQFLGKTLEPEELNLILKNSSFQSMKENKMSNYSLLSVDYVVDKAQLLRKGVSGDWKNHFTVAQAEDFDKLFQEKMADLPRELFPWE. Result: 0 (no interaction). (2) The miRNA is hsa-miR-4516 with sequence GGGAGAAGGGUCGGGGC. The protein sequence of the target gene is MGLLRIMMPPKLQLLAVVAFAVAMLFLENQIQKLEESRSKLERAIARHEVREIEQRHTMDGPRQDATLDEEEDMVIIYNRVPKTASTSFTNIAYDLCAKNKYHVLHINTTKNNPVMSLQDQVRFVKNITSWKEMKPGFYHGHVSYLDFAKFGVKKKPIYINVIRDPIERLVSYYYFLRFGDDYRPGLRRRKQGDKKTFDECVAEGGSDCAPEKLWLQIPFFCGHSSECWNVGSRWAMDQAKYNLINEYFLVGVTEELEDFIMLLEAALPRFFRGATELYRTGKKSHLRKTTEKKLPTKQT.... Result: 1 (interaction). (3) The miRNA is hsa-miR-3689b-5p with sequence UGUGAUAUCAUGGUUCCUGGGA. The protein sequence of the target gene is MQQESERCRVRARRPDMALYVPKARRGAVLLKTGDEEESCGSPNSVVKEKQKESSLSQKEVFKDKPEARRLNINPDRKEHNCREEKKSSTKLRMDTCLQKTNRVCSKRGTTESKEVLSQGQQQGAPNAGVITNAPLQRHFKPKKVECLEVETTDVTGHERILLSQACLEISEAQVPSKPFQNVEFCDFSRHEPDGEAFEDKDLEGRIETDTKVLEILYEFPRVFSSVMKPENMIVPIKLSSDSEIVQQSMQTSDGILNPSSGGITTTSVPGSPDGVFDQTCVDFEVESVGGIANSTGFIL.... Result: 0 (no interaction).